This data is from Forward reaction prediction with 1.9M reactions from USPTO patents (1976-2016). The task is: Predict the product of the given reaction. (1) Given the reactants [CH2:1]([O:3][C:4]([C:6]1[C:7]([C:17]([CH3:19])=[CH2:18])=[C:8]2[N:13]([CH:14]=1)[CH:12]=[C:11]([CH2:15][OH:16])[CH:10]=[CH:9]2)=[O:5])[CH3:2], predict the reaction product. The product is: [CH2:1]([O:3][C:4]([C:6]1[C:7]([CH:17]([CH3:18])[CH3:19])=[C:8]2[N:13]([CH:14]=1)[CH:12]=[C:11]([CH2:15][OH:16])[CH:10]=[CH:9]2)=[O:5])[CH3:2]. (2) Given the reactants [F:1][C:2]1[CH:3]=[CH:4][CH:5]=[C:6]2[C:11]=1[NH:10][C:9](=[O:12])[N:8]([CH:13]1[CH2:18][CH2:17][N:16]([C:19]([O:21][C@H:22]([CH2:37][C:38]3[CH:46]=[C:45]([CH3:47])[C:44]4[C:40](=[CH:41][N:42](COCC[Si](C)(C)C)[N:43]=4)[CH:39]=3)[C:23](=[O:36])[N:24]3[CH2:29][CH2:28][CH:27]([N:30]4[CH2:35][CH2:34][CH2:33][CH2:32][CH2:31]4)[CH2:26][CH2:25]3)=[O:20])[CH2:15][CH2:14]1)[CH2:7]2, predict the reaction product. The product is: [F:1][C:2]1[CH:3]=[CH:4][CH:5]=[C:6]2[C:11]=1[NH:10][C:9](=[O:12])[N:8]([CH:13]1[CH2:18][CH2:17][N:16]([C:19]([O:21][C@H:22]([CH2:37][C:38]3[CH:39]=[C:40]4[C:44](=[C:45]([CH3:47])[CH:46]=3)[NH:43][N:42]=[CH:41]4)[C:23](=[O:36])[N:24]3[CH2:29][CH2:28][CH:27]([N:30]4[CH2:35][CH2:34][CH2:33][CH2:32][CH2:31]4)[CH2:26][CH2:25]3)=[O:20])[CH2:15][CH2:14]1)[CH2:7]2. (3) Given the reactants [F:1][C:2]1[CH:7]=[C:6]([F:8])[CH:5]=[CH:4][C:3]=1[C:9]1[N:10]=[C:11]2[N:15]([CH:16]=1)[CH2:14][CH2:13][O:12]2.C1C(=O)N([I:24])C(=O)C1, predict the reaction product. The product is: [F:1][C:2]1[CH:7]=[C:6]([F:8])[CH:5]=[CH:4][C:3]=1[C:9]1[N:10]=[C:11]2[N:15]([C:16]=1[I:24])[CH2:14][CH2:13][O:12]2. (4) The product is: [CH3:1][CH:2]([O:4][CH:5]1[C:14]2[C:9](=[C:10]([CH3:26])[CH:11]=[C:12]([C:16]([CH:18]3[CH:23]([S:40][CH3:39])[CH2:22][CH2:21][CH2:20][C:19]3=[O:25])=[O:17])[C:13]=2[CH3:15])[S:8](=[O:28])(=[O:27])[CH2:7][CH2:6]1)[CH3:3]. Given the reactants [CH3:1][CH:2]([O:4][CH:5]1[C:14]2[C:9](=[C:10]([CH3:26])[CH:11]=[C:12]([C:16]([CH:18]3[CH:23](Cl)[CH2:22][CH2:21][CH2:20][C:19]3=[O:25])=[O:17])[C:13]=2[CH3:15])[S:8](=[O:28])(=[O:27])[CH2:7][CH2:6]1)[CH3:3].CS.ClC1C2C[CH2:39][S:40](=O)(=O)C=2C=CC=1C(C1C(Cl)CCCC1=O)=O.C(S)C, predict the reaction product. (5) The product is: [Cl:20][CH2:3][C:2]([CH3:1])=[CH:5][C:6]1[CH:11]=[CH:10][C:9]([CH3:12])=[CH:8][CH:7]=1. Given the reactants [CH3:1][C:2](=[CH:5][C:6]1[CH:11]=[CH:10][C:9]([CH3:12])=[CH:8][CH:7]=1)[CH2:3]O.CN(C)C=O.S(Cl)([Cl:20])=O.C(=O)([O-])[O-].[Na+].[Na+], predict the reaction product. (6) Given the reactants C([C:4]1C(=O)[N:6]([CH2:18][CH:19]([CH3:21])[CH3:20])[N:7]=[C:8]([C:10]2[CH:15]=[CH:14][C:13]([CH3:16])=[C:12]([F:17])[CH:11]=2)[CH:9]=1)(O)=O.C(N(CC)CC)C.C(Cl)(=O)[O:31][CH2:32][CH3:33].[BH4-].[Na+].Cl.C1C[O:42]CC1, predict the reaction product. The product is: [F:17][C:12]1[CH:11]=[C:10]([C:8]2[C:9]([CH3:4])=[C:32]([OH:31])[C:33](=[O:42])[N:6]([CH2:18][CH:19]([CH3:20])[CH3:21])[N:7]=2)[CH:15]=[CH:14][C:13]=1[CH3:16].